From a dataset of Reaction yield outcomes from USPTO patents with 853,638 reactions. Predict the reaction yield, written as a fraction of the theoretical maximum amount of product (1.0 means a 100% yield; for example, 0.34 means a 34% yield). (1) The reactants are [OH:1][C@H:2]1[CH2:19][CH2:18][C@@:17]2([CH3:20])[C@@H:4]([CH2:5][CH2:6][C@:7]3([CH3:38])[C@@H:16]2[CH2:15][CH2:14][C@H:13]2[C@@:8]3([CH3:37])[CH2:9][CH2:10][C@@:11]3([C:27]([O:29][CH2:30][C:31]4[CH:36]=[CH:35][CH:34]=[CH:33][CH:32]=4)=[O:28])[CH2:23][CH2:22][C@@H:21]([C:24]([CH3:26])=[CH2:25])[C@@H:12]32)[C:3]1([CH3:40])[CH3:39].C1C=C[NH+]=CC=1.[O-][Cr](Cl)(=O)=O. The catalyst is ClCCl. The product is [CH3:37][C@:8]12[C@@:7]3([CH3:38])[C@@H:16]([C@:17]4([CH3:20])[C@@H:4]([CH2:5][CH2:6]3)[C:3]([CH3:39])([CH3:40])[C:2](=[O:1])[CH2:19][CH2:18]4)[CH2:15][CH2:14][C@@H:13]1[C@H:12]1[C@H:21]([C:24]([CH3:26])=[CH2:25])[CH2:22][CH2:23][C@:11]1([C:27]([O:29][CH2:30][C:31]1[CH:32]=[CH:33][CH:34]=[CH:35][CH:36]=1)=[O:28])[CH2:10][CH2:9]2. The yield is 0.980. (2) The reactants are C([O:4][C:5]1[CH:13]=[CH:12][C:11]([Cl:14])=[CH:10][C:6]=1[C:7]([OH:9])=O)(=O)C.P(Cl)(Cl)(Cl)=O.N1C=CC=CC=1.[NH2:26][C:27]1[CH:32]=[CH:31][C:30]([N:33]2[CH2:38][CH2:37][N:36](C(=O)C)[CH2:35][CH2:34]2)=[C:29]([F:42])[CH:28]=1.C(=O)([O-])O.[Na+].[OH-].[Na+]. The catalyst is O1CCCC1.O. The product is [Cl:14][C:11]1[CH:12]=[CH:13][C:5]([OH:4])=[C:6]([CH:10]=1)[C:7]([NH:26][C:27]1[CH:32]=[CH:31][C:30]([N:33]2[CH2:34][CH2:35][NH:36][CH2:37][CH2:38]2)=[C:29]([F:42])[CH:28]=1)=[O:9]. The yield is 0.0500. (3) The reactants are [C:1](Cl)(=[O:4])[CH:2]=[CH2:3].[CH3:6][NH:7][CH2:8][C:9]1[C:17]2[C:12](=[CH:13][CH:14]=[CH:15][CH:16]=2)[NH:11][CH:10]=1.CCN(CC)CC. The catalyst is C(Cl)Cl. The product is [NH:11]1[C:12]2[C:17](=[CH:16][CH:15]=[CH:14][CH:13]=2)[C:9]([CH2:8][N:7]([CH3:6])[C:1](=[O:4])[CH:2]=[CH2:3])=[CH:10]1. The yield is 0.800.